This data is from Full USPTO retrosynthesis dataset with 1.9M reactions from patents (1976-2016). The task is: Predict the reactants needed to synthesize the given product. (1) Given the product [OH:26][NH:25][C:20]([C:15]1[CH:16]=[C:17]2[C:12](=[CH:13][CH:14]=1)[CH2:11][CH:10]([NH:9][C:7]([C:3]1[N:2]([CH3:1])[CH:6]=[CH:5][CH:4]=1)=[O:8])[CH2:19][CH2:18]2)=[O:22], predict the reactants needed to synthesize it. The reactants are: [CH3:1][N:2]1[CH:6]=[CH:5][CH:4]=[C:3]1[C:7]([NH:9][CH:10]1[CH2:19][CH2:18][C:17]2[CH:16]=[C:15]([C:20]([O:22]C)=O)[CH:14]=[CH:13][C:12]=2[CH2:11]1)=[O:8].Cl.[NH2:25][OH:26].[OH-].[K+].C(O)(=O)C. (2) Given the product [Br:1][C:2]1[CH:3]=[C:4]([C@@H:9]2[C:10]3[C:23](=[O:24])[C@@H:22]([CH3:25])[O:21][CH2:20][C:11]=3[NH:12][C:13]3[CH2:19][O:17][C:15](=[O:16])[C:14]2=3)[CH:5]=[CH:6][C:7]=1[F:8], predict the reactants needed to synthesize it. The reactants are: [Br:1][C:2]1[CH:3]=[C:4]([CH:9]2[C:14]([C:15]([O:17]C)=[O:16])=[C:13]([CH3:19])[NH:12][C:11]3[CH2:20][O:21][CH:22]([CH3:25])[C:23](=[O:24])[C:10]2=3)[CH:5]=[CH:6][C:7]=1[F:8].N1C=CC=CC=1.[Br-].[Br-].[Br-].[NH+]1C=CC=CC=1.[NH+]1C=CC=CC=1.[NH+]1C=CC=CC=1.Cl. (3) Given the product [CH2:1]([O:8][C:9](=[O:18])[C:10]1[CH:11]=[CH:12][C:13]([CH:16]([P:19]([O:22][CH3:23])([O:20][CH3:21])=[O:24])[OH:17])=[CH:14][CH:15]=1)[C:2]1[CH:3]=[CH:4][CH:5]=[CH:6][CH:7]=1, predict the reactants needed to synthesize it. The reactants are: [CH2:1]([O:8][C:9](=[O:18])[C:10]1[CH:15]=[CH:14][C:13]([CH:16]=[O:17])=[CH:12][CH:11]=1)[C:2]1[CH:7]=[CH:6][CH:5]=[CH:4][CH:3]=1.[P:19]([O-:24])([O:22][CH3:23])[O:20][CH3:21]. (4) Given the product [NH2:21][C:19]1[S:20][C:3]2[C:2]([NH:22][CH:23]([CH2:26][OH:27])[CH2:24][OH:25])=[N:7][C:6]([S:8][CH2:9][C:10]3[CH:15]=[CH:14][CH:13]=[C:12]([F:16])[C:11]=3[F:17])=[N:5][C:4]=2[N:18]=1, predict the reactants needed to synthesize it. The reactants are: Cl[C:2]1[C:3]2[S:20][C:19]([NH2:21])=[N:18][C:4]=2[N:5]=[C:6]([S:8][CH2:9][C:10]2[CH:15]=[CH:14][CH:13]=[C:12]([F:16])[C:11]=2[F:17])[N:7]=1.[NH2:22][CH:23]([CH2:26][OH:27])[CH2:24][OH:25]. (5) Given the product [Cl:1][CH2:2][C:3]([O:16][C:6]12[CH2:13][CH:12]3[CH2:11][CH:10]([CH2:9][CH:8]([CH2:14]3)[CH2:7]1)[CH2:15]2)=[O:4], predict the reactants needed to synthesize it. The reactants are: [Cl:1][CH2:2][C:3](Cl)=[O:4].[C:6]12([OH:16])[CH2:15][CH:10]3[CH2:11][CH:12]([CH2:14][CH:8]([CH2:9]3)[CH2:7]1)[CH2:13]2.C(Cl)(Cl)Cl. (6) Given the product [CH2:1]([O:3][C:4]([C:6]1[CH:7]=[C:8]2[N:13]([C:14]=1[C:18]1[CH:19]=[N:20][N:21]([CH3:23])[CH:22]=1)[CH:12]=[CH:11][C:10]([CH2:15][OH:16])=[CH:9]2)=[O:5])[CH3:2], predict the reactants needed to synthesize it. The reactants are: [CH2:1]([O:3][C:4]([C:6]1[CH:7]=[C:8]2[N:13]([CH:14]=1)[CH:12]=[CH:11][C:10]([CH2:15][OH:16])=[CH:9]2)=[O:5])[CH3:2].Br[C:18]1[CH:19]=[N:20][N:21]([CH3:23])[CH:22]=1. (7) Given the product [F:2][C:3]1[CH:37]=[C:36]([NH:38][C:39]([N:41]2[CH2:45][CH2:44][N:43]([C:46]3[CH:47]=[CH:48][CH:49]=[CH:50][CH:51]=3)[C:42]2=[O:52])=[O:40])[CH:35]=[CH:34][C:4]=1[O:5][C:6]1[CH:11]=[CH:10][N:9]=[C:8]2[CH:12]=[C:13]([C:15]3[CH:16]=[CH:17][C:18]([CH2:21][NH:22][CH2:30][CH2:31][O:32][CH3:33])=[CH:19][N:20]=3)[S:14][C:7]=12, predict the reactants needed to synthesize it. The reactants are: Cl.[F:2][C:3]1[CH:37]=[C:36]([NH:38][C:39]([N:41]2[CH2:45][CH2:44][N:43]([C:46]3[CH:51]=[CH:50][CH:49]=[CH:48][CH:47]=3)[C:42]2=[O:52])=[O:40])[CH:35]=[CH:34][C:4]=1[O:5][C:6]1[CH:11]=[CH:10][N:9]=[C:8]2[CH:12]=[C:13]([C:15]3[N:20]=[CH:19][C:18]([CH2:21][N:22]([CH2:30][CH2:31][O:32][CH3:33])C(=O)OC(C)(C)C)=[CH:17][CH:16]=3)[S:14][C:7]=12. (8) Given the product [NH2:1][C:2]1[C:3]([C:21]#[N:22])=[C:4]([C:11]2[CH:16]=[CH:15][C:14]([O:17][CH2:18][CH2:19][OH:20])=[CH:13][CH:12]=2)[C:5]([C:9]#[N:10])=[C:6]([O:8][CH2:24][C:25]2[N:26]=[C:27]([C:31]3[CH:36]=[CH:35][C:34]([F:37])=[CH:33][CH:32]=3)[O:28][C:29]=2[CH3:30])[N:7]=1, predict the reactants needed to synthesize it. The reactants are: [NH2:1][C:2]1[NH:7][C:6](=[O:8])[C:5]([C:9]#[N:10])=[C:4]([C:11]2[CH:16]=[CH:15][C:14]([O:17][CH2:18][CH2:19][OH:20])=[CH:13][CH:12]=2)[C:3]=1[C:21]#[N:22].Cl[CH2:24][C:25]1[N:26]=[C:27]([C:31]2[CH:36]=[CH:35][C:34]([F:37])=[CH:33][CH:32]=2)[O:28][C:29]=1[CH3:30].C(=O)([O-])[O-].[K+].[K+]. (9) Given the product [CH2:1]([O:3][C:4](=[O:32])[CH2:5][C:6]1[CH:7]=[N:8][CH:9]=[C:10]([C:12]2[CH:17]=[CH:16][C:15]([C:18]([F:19])([F:21])[F:20])=[CH:14][C:13]=2[CH2:22][N:23]([C:36]([CH:33]2[CH2:35][CH2:34]2)=[O:37])[CH2:24][C:25]2[CH:30]=[N:29][C:28]([CH3:31])=[CH:27][N:26]=2)[CH:11]=1)[CH3:2], predict the reactants needed to synthesize it. The reactants are: [CH2:1]([O:3][C:4](=[O:32])[CH2:5][C:6]1[CH:7]=[N:8][CH:9]=[C:10]([C:12]2[CH:17]=[CH:16][C:15]([C:18]([F:21])([F:20])[F:19])=[CH:14][C:13]=2[CH2:22][NH:23][CH2:24][C:25]2[CH:30]=[N:29][C:28]([CH3:31])=[CH:27][N:26]=2)[CH:11]=1)[CH3:2].[CH:33]1([C:36](Cl)=[O:37])[CH2:35][CH2:34]1.